This data is from Experimentally validated miRNA-target interactions with 360,000+ pairs, plus equal number of negative samples. The task is: Binary Classification. Given a miRNA mature sequence and a target amino acid sequence, predict their likelihood of interaction. (1) The miRNA is hsa-miR-4765 with sequence UGAGUGAUUGAUAGCUAUGUUC. The protein sequence of the target gene is MNFLLSWVHWSLALLLYLHHAKWSQAAPMAEGGQKPHEVVKFMDVYQRSFCRPIETLVDIFQEYPDEIEFIFKPSCVPLMRCGGCCNDESLECVPTEEFNITMQIMRIKPHQSQHIGEMSFLQHNKCECRPKKDKARQENPCGPCSERRKHLFVQDPQTCKCSCKNTDSRCKARQLELNERTCRCDKPRR. Result: 0 (no interaction). (2) The miRNA is hsa-miR-548a-3p with sequence CAAAACUGGCAAUUACUUUUGC. The protein sequence of the target gene is MPVMKGLLAPQNTFLDTIATRFDGTHSNFLLANAQGTRGFPIVYCSDGFCELTGYGRTEVMQKTCSCRFLYGPETSEPALQRLHKALEGHQEHRAEICFYRKDGSAFWCLLDMMPIKNEMGEVVLFLFSFKDITQSGSPGLGPQGGRGDSNHENSLGRRGATWKFRSARRRSRTVLHRLTGHFGRRGQGGMKANNNVFEPKPSVPEYKVASVGGSRCLLLHYSVSKAIWDGLILLATFYVAVTVPYNVCFSGDDDTPITSRHTLVSDIAVEMLFILDIILNFRTTYVSQSGQVISAPRSI.... Result: 0 (no interaction). (3) The miRNA is hsa-miR-7853-5p with sequence UCAAAUGCAGAUCCUGACUUC. The protein sequence of the target gene is MLLGLAAMELKVWVDGIQRVVCGVSEQTTCQEVVIALAQAIGQTGRFVLVQRLREKERQLLPQECPVGAQATCGQFASDVQFVLRRTGPSLAGRPSSDSCPPPERCLIRASLPVKPRAALGCEPRKTLTPEPAPSLSRPGPAAPVTPTPGCCTDLRGLELRVQRNAEELGHEAFWEQELRREQAREREGQARLQALSAATAEHAARLQALDAQARALEAELQLAAEAPGPPSPMASATERLHQDLAVQERQSAEVQGSLALVSRALEAAERALQAQAQELEELNRELRQCNLQQFIQQTG.... Result: 0 (no interaction).